Dataset: TCR-epitope binding with 47,182 pairs between 192 epitopes and 23,139 TCRs. Task: Binary Classification. Given a T-cell receptor sequence (or CDR3 region) and an epitope sequence, predict whether binding occurs between them. (1) The epitope is NYSGVVTTVMF. The TCR CDR3 sequence is CASSIYVFGRGHYNEQFF. Result: 0 (the TCR does not bind to the epitope). (2) The epitope is CTELKLSDY. The TCR CDR3 sequence is CACNAEAFF. Result: 0 (the TCR does not bind to the epitope). (3) The epitope is MPASWVMRI. The TCR CDR3 sequence is CASSSETGGNEQFF. Result: 1 (the TCR binds to the epitope).